This data is from Reaction yield outcomes from USPTO patents with 853,638 reactions. The task is: Predict the reaction yield, written as a fraction of the theoretical maximum amount of product (1.0 means a 100% yield; for example, 0.34 means a 34% yield). (1) The reactants are [NH2:1][C@:2]1([CH2:23][OH:24])[CH2:6][CH2:5][C@H:4]([C:7]2[CH:16]=[CH:15][C:14]3[CH2:13][C@H:12]([CH2:17][CH2:18][CH2:19][CH2:20][CH2:21][CH3:22])[CH2:11][CH2:10][C:9]=3[CH:8]=2)[CH2:3]1.[C:25](O[C:25]([O:27][C:28]([CH3:31])([CH3:30])[CH3:29])=[O:26])([O:27][C:28]([CH3:31])([CH3:30])[CH3:29])=[O:26]. The catalyst is ClCCl. The product is [CH2:17]([C@@H:12]1[CH2:11][CH2:10][C:9]2[CH:8]=[C:7]([C@H:4]3[CH2:5][CH2:6][C@:2]([NH:1][C:25](=[O:26])[O:27][C:28]([CH3:31])([CH3:30])[CH3:29])([CH2:23][OH:24])[CH2:3]3)[CH:16]=[CH:15][C:14]=2[CH2:13]1)[CH2:18][CH2:19][CH2:20][CH2:21][CH3:22]. The yield is 0.960. (2) The reactants are C([O:3][C:4]([C:6]1[C:7]([C:11]2[CH:16]=[CH:15][C:14]([F:17])=[CH:13][N:12]=2)=[N:8][O:9][CH:10]=1)=O)C.[H-].[Al+3].[Li+].[H-].[H-].[H-].O.[OH-].[Na+]. The catalyst is C1COCC1. The product is [F:17][C:14]1[CH:15]=[CH:16][C:11]([C:7]2[C:6]([CH2:4][OH:3])=[CH:10][O:9][N:8]=2)=[N:12][CH:13]=1. The yield is 0.300. (3) The reactants are [PH2:1](=[O:3])[OH:2].[CH2:4]=[CH:5][C:6]1[CH:11]=[CH:10][CH:9]=[CH:8][CH:7]=1. The catalyst is C(#N)C.C1C=CC(/C=C/C(/C=C/C2C=CC=CC=2)=O)=CC=1.C1C=CC(/C=C/C(/C=C/C2C=CC=CC=2)=O)=CC=1.[Pd].C1(P(C2C=CC=CC=2)C2C3OC4C(=CC=CC=4P(C4C=CC=CC=4)C4C=CC=CC=4)NC=3C=CC=2)C=CC=CC=1. The product is [C:6]1([CH2:5][CH2:4][P:1]([OH:2])[OH:3])[CH:11]=[CH:10][CH:9]=[CH:8][CH:7]=1. The yield is 0.940. (4) The reactants are [Cl:1][C:2]1[CH:7]=[CH:6][C:5]([O:8][C:9]([F:12])([F:11])[F:10])=[CH:4][C:3]=1[CH2:13][OH:14].[Br:15]Br. The catalyst is S(=O)(=O)(O)O.O.S([O-])([O-])(=O)=O.[Ag+2]. The product is [Br:15][C:6]1[C:5]([O:8][C:9]([F:11])([F:12])[F:10])=[CH:4][C:3]([CH2:13][OH:14])=[C:2]([Cl:1])[CH:7]=1. The yield is 0.270. (5) The reactants are N[C@@H:2]1[CH2:7][CH2:6][N:5]([C:8]([O:10][C:11]([CH3:14])([CH3:13])[CH3:12])=[O:9])[CH2:4][C@H:3]1[OH:15].CCN(CC)CC.[C:23](ON1C(=O)CCC1=O)([O:25][CH2:26][C:27]1[CH:32]=[CH:31][CH:30]=[CH:29][CH:28]=1)=[O:24]. The catalyst is C(Cl)Cl.CCOC(C)=O. The product is [CH2:26]([O:25][C:23]([C@@H:2]1[CH2:7][CH2:6][N:5]([C:8]([O:10][C:11]([CH3:14])([CH3:13])[CH3:12])=[O:9])[CH2:4][C@@H:3]1[OH:15])=[O:24])[C:27]1[CH:32]=[CH:31][CH:30]=[CH:29][CH:28]=1. The yield is 0.990. (6) The reactants are [Si:1]([O:8][CH2:9][CH:10]([N:12]1[C:20]2[CH:19]=[CH:18][N:17]=[CH:16][C:15]=2[C:14](I)=[CH:13]1)[CH3:11])([C:4]([CH3:7])([CH3:6])[CH3:5])([CH3:3])[CH3:2].C([Mg]Cl)(C)C.[Br:27][C:28]1[CH:29]=[N:30][CH:31]=[C:32]([CH:39]=1)[C:33](N(OC)C)=[O:34]. The catalyst is C1COCC1. The product is [Br:27][C:28]1[CH:39]=[C:32]([C:33]([C:14]2[C:15]3[CH:16]=[N:17][CH:18]=[CH:19][C:20]=3[N:12]([C@@H:10]([CH3:11])[CH2:9][O:8][Si:1]([C:4]([CH3:7])([CH3:6])[CH3:5])([CH3:3])[CH3:2])[CH:13]=2)=[O:34])[CH:31]=[N:30][CH:29]=1. The yield is 0.465. (7) The reactants are [Cl:1][C:2]1[C:3]([C:23]([F:26])([F:25])[F:24])=[CH:4][C:5]2[N:9]=[C:8]([CH:10]([OH:12])[CH3:11])[N:7]([C:13]3[CH:18]=[CH:17][C:16]([CH2:19][CH2:20][OH:21])=[CH:15][CH:14]=3)[C:6]=2[CH:22]=1.[Si:27](Cl)([C:40]([CH3:43])([CH3:42])[CH3:41])([C:34]1[CH:39]=[CH:38][CH:37]=[CH:36][CH:35]=1)[C:28]1[CH:33]=[CH:32][CH:31]=[CH:30][CH:29]=1.C(N(CC)CC)C.O. The catalyst is ClCCl. The product is [Cl:1][C:2]1[C:3]([C:23]([F:24])([F:26])[F:25])=[CH:4][C:5]2[N:9]=[C:8]([CH:10]([OH:12])[CH3:11])[N:7]([C:13]3[CH:14]=[CH:15][C:16]([CH2:19][CH2:20][O:21][Si:27]([C:40]([CH3:43])([CH3:42])[CH3:41])([C:34]4[CH:35]=[CH:36][CH:37]=[CH:38][CH:39]=4)[C:28]4[CH:33]=[CH:32][CH:31]=[CH:30][CH:29]=4)=[CH:17][CH:18]=3)[C:6]=2[CH:22]=1. The yield is 0.800. (8) The reactants are Cl.[Cl:2][C:3]1[CH:4]=[C:5]2[C:9](=[CH:10][CH:11]=1)[NH:8][CH:7]=[C:6]2[CH2:12][CH2:13][NH2:14].[CH3:15][C:16]1[CH:17]=[C:18]([N:23]2[CH2:27][CH2:26][CH:25]([C:28](O)=[O:29])[C:24]2=[O:31])[CH:19]=[CH:20][C:21]=1[CH3:22].CN(C(ON1N=NC2C=CC=NC1=2)=[N+](C)C)C.F[P-](F)(F)(F)(F)F.C(N(CC)C(C)C)(C)C. The catalyst is CN(C=O)C. The product is [Cl:2][C:3]1[CH:4]=[C:5]2[C:9](=[CH:10][CH:11]=1)[NH:8][CH:7]=[C:6]2[CH2:12][CH2:13][NH:14][C:28]([CH:25]1[CH2:26][CH2:27][N:23]([C:18]2[CH:19]=[CH:20][C:21]([CH3:22])=[C:16]([CH3:15])[CH:17]=2)[C:24]1=[O:31])=[O:29]. The yield is 0.520. (9) The reactants are [CH2:1]([N:3]1[C:7]([C:8]2[CH:9]=[C:10]([C:13]([OH:15])=O)[S:11][CH:12]=2)=[C:6]([CH3:16])[CH:5]=[N:4]1)[CH3:2].[F:17][P-](F)(F)(F)(F)F.Br[P+](N1CCCC1)(N1CCCC1)N1CCCC1.CCN(C(C)C)C(C)C.[NH2:50][C@@H:51]([CH2:64][C:65]1[CH:70]=[CH:69][CH:68]=[C:67](C(F)(F)F)[CH:66]=1)[CH2:52][N:53]1[C:61](=[O:62])[C:60]2[C:55](=[CH:56][CH:57]=[CH:58][CH:59]=2)[C:54]1=[O:63]. The catalyst is C(Cl)Cl. The product is [O:63]=[C:54]1[C:55]2[C:60](=[CH:59][CH:58]=[CH:57][CH:56]=2)[C:61](=[O:62])[N:53]1[CH2:52][C@@H:51]([NH:50][C:13]([C:10]1[S:11][CH:12]=[C:8]([C:7]2[N:3]([CH2:1][CH3:2])[N:4]=[CH:5][C:6]=2[CH3:16])[CH:9]=1)=[O:15])[CH2:64][C:65]1[CH:70]=[CH:69][CH:68]=[C:67]([F:17])[CH:66]=1. The yield is 0.940. (10) The reactants are [Br:1][C:2]1[CH:3]=[C:4]([S:9]([NH:12][C:13]([CH3:16])([CH3:15])[CH3:14])(=[O:11])=[O:10])[C:5]([OH:8])=[N:6][CH:7]=1.[CH3:17][O:18][C:19]1[CH:26]=[CH:25][C:22]([CH2:23]Cl)=[CH:21][CH:20]=1.C([O-])([O-])=O.[K+].[K+]. The catalyst is CN(C=O)C.O. The product is [Br:1][C:2]1[CH:3]=[C:4]([S:9]([NH:12][C:13]([CH3:16])([CH3:15])[CH3:14])(=[O:10])=[O:11])[C:5]([O:8][CH2:23][C:22]2[CH:25]=[CH:26][C:19]([O:18][CH3:17])=[CH:20][CH:21]=2)=[N:6][CH:7]=1. The yield is 0.540.